Dataset: Reaction yield outcomes from USPTO patents with 853,638 reactions. Task: Predict the reaction yield, written as a fraction of the theoretical maximum amount of product (1.0 means a 100% yield; for example, 0.34 means a 34% yield). (1) The reactants are C(O)(C(F)(F)F)=O.[I:8][C:9]1[NH:13][C:12]([C@@H:14]2[CH2:19][C@@H:18]3[C@@H:16]([CH2:17]3)[N:15]2C(OC(C)(C)C)=O)=[N:11][CH:10]=1. The catalyst is C(Cl)Cl. The product is [I:8][C:9]1[NH:13][C:12]([C@@H:14]2[CH2:19][C@@H:18]3[C@@H:16]([CH2:17]3)[NH:15]2)=[N:11][CH:10]=1. The yield is 0.860. (2) The reactants are [Cl:1][C:2]1[CH:7]=[CH:6][C:5]([N+:8]([O-:10])=[O:9])=[CH:4][C:3]=1I.[Br-].[N:13]1[CH:18]=[CH:17][CH:16]=[CH:15][C:14]=1[Zn+]. The catalyst is CC(N(C)C)=O.C1C=CC([P]([Pd]([P](C2C=CC=CC=2)(C2C=CC=CC=2)C2C=CC=CC=2)([P](C2C=CC=CC=2)(C2C=CC=CC=2)C2C=CC=CC=2)[P](C2C=CC=CC=2)(C2C=CC=CC=2)C2C=CC=CC=2)(C2C=CC=CC=2)C2C=CC=CC=2)=CC=1.C1C=CC(P(C2C=CC=CC=2)C2C=CC=CC=2)=CC=1. The product is [Cl:1][C:2]1[CH:7]=[CH:6][C:5]([N+:8]([O-:10])=[O:9])=[CH:4][C:3]=1[C:14]1[CH:15]=[CH:16][CH:17]=[CH:18][N:13]=1. The yield is 0.600. (3) The reactants are [CH3:1][C:2]1[N:7]=[C:6]([OH:8])[C:5]([CH2:9][C:10]#[CH:11])=[C:4]([OH:12])[N:3]=1.OS(O)(=O)=O. No catalyst specified. The product is [CH3:1][C:2]1[NH:7][C:6](=[O:8])[C:5]2[CH:9]=[C:10]([CH3:11])[O:12][C:4]=2[N:3]=1. The yield is 0.830.